This data is from Forward reaction prediction with 1.9M reactions from USPTO patents (1976-2016). The task is: Predict the product of the given reaction. (1) Given the reactants [C:1]([O:5][C:6]([N:8]1[C:12]2[CH:13]=[C:14]([CH2:16][O:17][CH2:18][C:19]3[CH:24]=[CH:23][CH:22]=[CH:21][CH:20]=3)[S:15][C:11]=2[C:10](I)=[N:9]1)=[O:7])([CH3:4])([CH3:3])[CH3:2].[C:26]([Si:30]([CH3:52])([CH3:51])[O:31][C:32]1[CH:40]=[C:39]2[C:35]([CH:36]=[C:37](B(O)O)[N:38]2[C:41]([O:43][C:44]([CH3:47])([CH3:46])[CH3:45])=[O:42])=[CH:34][CH:33]=1)([CH3:29])([CH3:28])[CH3:27].C([Si](C)(C)OC1C=C2C(=CC=1)N(C(OC(C)(C)C)=O)C(B(O)O)=C2)(C)(C)C, predict the reaction product. The product is: [C:44]([O:43][C:41]([N:38]1[C:39]2[C:35](=[CH:34][CH:33]=[C:32]([O:31][Si:30]([C:26]([CH3:29])([CH3:28])[CH3:27])([CH3:51])[CH3:52])[CH:40]=2)[CH:36]=[C:37]1[C:10]1[C:11]2[S:15][C:14]([CH2:16][O:17][CH2:18][C:19]3[CH:24]=[CH:23][CH:22]=[CH:21][CH:20]=3)=[CH:13][C:12]=2[N:8]([C:6]([O:5][C:1]([CH3:4])([CH3:3])[CH3:2])=[O:7])[N:9]=1)=[O:42])([CH3:47])([CH3:46])[CH3:45]. (2) Given the reactants [Cl:1][C:2]1[CH:3]=[C:4]([CH:26]=[CH:27][C:28]=1[Cl:29])[CH2:5][N:6]1[CH2:11][CH2:10][O:9][C@@H:8]([CH2:12][NH:13][C:14](=[O:25])OC2C=CC([N+]([O-])=O)=CC=2)[CH2:7]1.[NH2:30][CH2:31][C:32]1[CH:40]=[CH:39][C:35]([C:36]([NH2:38])=[O:37])=[CH:34][CH:33]=1, predict the reaction product. The product is: [Cl:1][C:2]1[CH:3]=[C:4]([CH:26]=[CH:27][C:28]=1[Cl:29])[CH2:5][N:6]1[CH2:11][CH2:10][O:9][C@@H:8]([CH2:12][NH:13][C:14]([NH:30][CH2:31][C:32]2[CH:33]=[CH:34][C:35]([C:36]([NH2:38])=[O:37])=[CH:39][CH:40]=2)=[O:25])[CH2:7]1. (3) Given the reactants C1(O[C:8](=[O:29])[NH:9][C:10]2[CH:15]=[CH:14][C:13]([C:16]3[CH:21]=[CH:20][N:19]=[C:18]([N:22]4[CH2:27][CH2:26][O:25][CH2:24][C@@H:23]4[CH3:28])[N:17]=3)=[CH:12][CH:11]=2)C=CC=CC=1.C(N(CC)CC)C.[CH2:37]([CH2:39][NH2:40])[OH:38], predict the reaction product. The product is: [OH:38][CH2:37][CH2:39][NH:40][C:8]([NH:9][C:10]1[CH:11]=[CH:12][C:13]([C:16]2[CH:21]=[CH:20][N:19]=[C:18]([N:22]3[CH2:27][CH2:26][O:25][CH2:24][C@@H:23]3[CH3:28])[N:17]=2)=[CH:14][CH:15]=1)=[O:29]. (4) The product is: [C:17]([C:19]1[CH:24]=[CH:23][C:22]([C:2]2[CH:3]=[C:4]([F:16])[CH:5]=[C:6]3[C:10]=2[N:9]([CH3:11])[C:8]([C:12]([NH2:14])=[O:13])=[C:7]3[CH3:15])=[CH:21][CH:20]=1)#[N:18]. Given the reactants Br[C:2]1[CH:3]=[C:4]([F:16])[CH:5]=[C:6]2[C:10]=1[N:9]([CH3:11])[C:8]([C:12]([NH2:14])=[O:13])=[C:7]2[CH3:15].[C:17]([C:19]1[CH:24]=[CH:23][C:22](B(O)O)=[CH:21][CH:20]=1)#[N:18], predict the reaction product. (5) Given the reactants [Cl:1][C:2]1[CH:3]=[C:4]([OH:8])[CH:5]=[CH:6][CH:7]=1.Br[CH2:10][CH2:11][CH2:12][Cl:13], predict the reaction product. The product is: [Cl:1][C:2]1[CH:7]=[CH:6][CH:5]=[C:4]([O:8][CH2:10][CH2:11][CH2:12][Cl:13])[CH:3]=1. (6) Given the reactants [Br-:1].[Br-].C1(P(C2C=CC=CC=2)C2C=CC=CC=2)C=CC=CC=1.[CH2:22]([Si:25]([CH2:37][CH:38]=[CH2:39])([CH2:34][CH:35]=[CH2:36])[CH2:26][CH2:27][CH2:28][Si:29](OC)([CH3:31])[CH3:30])[CH:23]=[CH2:24], predict the reaction product. The product is: [CH2:22]([Si:25]([CH2:37][CH:38]=[CH2:39])([CH2:34][CH:35]=[CH2:36])[CH2:26][CH2:27][CH2:28][Si:29]([Br:1])([CH3:31])[CH3:30])[CH:23]=[CH2:24]. (7) Given the reactants [H-].[Al+3].[Li+].[H-].[H-].[H-].[F:7][C:8]([C:11]1[CH:12]=[C:13]([CH:16]=[CH:17][CH:18]=1)[C:14]#N)([F:10])[CH3:9].[OH2:19].[OH-].[Na+], predict the reaction product. The product is: [F:7][C:8]([C:11]1[CH:12]=[C:13]([CH:16]=[CH:17][CH:18]=1)[CH2:14][OH:19])([F:10])[CH3:9].